This data is from Reaction yield outcomes from USPTO patents with 853,638 reactions. The task is: Predict the reaction yield, written as a fraction of the theoretical maximum amount of product (1.0 means a 100% yield; for example, 0.34 means a 34% yield). The reactants are [CH3:1][C:2]([C:5]1[C:10]([C:11]2[CH:16]=[C:15]([O:17][CH3:18])[CH:14]=[CH:13][C:12]=2[F:19])=[CH:9][C:8]([CH2:20][O:21][C:22]2[CH:27]=[CH:26][C:25]([C@H:28](/[CH:34]=[CH:35]\[CH2:36][CH3:37])[CH2:29][C:30]([O:32]C)=[O:31])=[CH:24][CH:23]=2)=[CH:7][CH:6]=1)([CH3:4])[CH3:3].C1COCC1.CCO.[OH-].[Na+]. No catalyst specified. The product is [CH3:4][C:2]([C:5]1[C:10]([C:11]2[CH:16]=[C:15]([O:17][CH3:18])[CH:14]=[CH:13][C:12]=2[F:19])=[CH:9][C:8]([CH2:20][O:21][C:22]2[CH:23]=[CH:24][C:25]([C@H:28](/[CH:34]=[CH:35]\[CH2:36][CH3:37])[CH2:29][C:30]([OH:32])=[O:31])=[CH:26][CH:27]=2)=[CH:7][CH:6]=1)([CH3:1])[CH3:3]. The yield is 0.420.